This data is from Catalyst prediction with 721,799 reactions and 888 catalyst types from USPTO. The task is: Predict which catalyst facilitates the given reaction. Reactant: C[O:2][C:3]1[CH:4]=[C:5]2[C:10](=[CH:11][CH:12]=1)[C:9]([O:13][C:14]1[CH:28]=[CH:27][C:17]([O:18][CH2:19][CH2:20][N:21]3[CH2:26][CH2:25][CH2:24][CH2:23][CH2:22]3)=[CH:16][CH:15]=1)=[C:8]([C:29]1[CH:34]=[CH:33][C:32]([S:35]([CH2:38][C:39]([F:42])([F:41])[F:40])(=[O:37])=[O:36])=[CH:31][CH:30]=1)[CH:7]=[CH:6]2.Cl.C(OCC)C.B(Br)(Br)Br.C(=O)(O)[O-].[Na+]. Product: [N:21]1([CH2:20][CH2:19][O:18][C:17]2[CH:27]=[CH:28][C:14]([O:13][C:9]3[C:8]([C:29]4[CH:34]=[CH:33][C:32]([S:35]([CH2:38][C:39]([F:40])([F:41])[F:42])(=[O:36])=[O:37])=[CH:31][CH:30]=4)=[CH:7][CH:6]=[C:5]4[C:10]=3[CH:11]=[CH:12][C:3]([OH:2])=[CH:4]4)=[CH:15][CH:16]=2)[CH2:26][CH2:25][CH2:24][CH2:23][CH2:22]1. The catalyst class is: 4.